This data is from Forward reaction prediction with 1.9M reactions from USPTO patents (1976-2016). The task is: Predict the product of the given reaction. (1) Given the reactants [NH2:1][CH2:2][C:3]1[CH:8]=[CH:7][C:6]([NH2:9])=[CH:5][CH:4]=1.[CH3:10][C:11]([O:14][C:15](O[C:15]([O:14][C:11]([CH3:13])([CH3:12])[CH3:10])=[O:16])=[O:16])([CH3:13])[CH3:12], predict the reaction product. The product is: [C:11]([O:14][C:15](=[O:16])[NH:1][CH2:2][C:3]1[CH:8]=[CH:7][C:6]([NH2:9])=[CH:5][CH:4]=1)([CH3:13])([CH3:12])[CH3:10]. (2) The product is: [CH3:33][O:32][C:25]1[N:24]=[CH:23][C:22]([N:21]2[CH2:20][CH2:19][O:18][C:17]3[CH:34]=[N:35][C:14]([O:13][C@H:10]4[CH2:11][CH2:12][NH:8][CH2:9]4)=[CH:15][C:16]2=3)=[CH:27][C:26]=1[C:28]([F:31])([F:29])[F:30]. Given the reactants C(OC([N:8]1[CH2:12][CH2:11][C@H:10]([O:13][C:14]2[N:35]=[CH:34][C:17]3[O:18][CH2:19][CH2:20][N:21]([C:22]4[CH:23]=[N:24][C:25]([O:32][CH3:33])=[C:26]([C:28]([F:31])([F:30])[F:29])[CH:27]=4)[C:16]=3[CH:15]=2)[CH2:9]1)=O)(C)(C)C.C(O)(C(F)(F)F)=O, predict the reaction product. (3) Given the reactants [CH2:1]([N:3]([C:12]1[CH:17]=[C:16]([O:18][CH3:19])[CH:15]=[CH:14][C:13]=1[N+:20]([O-])=O)[C:4](=[O:11])[CH2:5][C:6](OCC)=[O:7])[CH3:2].[O-]CC.[Na+], predict the reaction product. The product is: [CH2:1]([N:3]1[C:4](=[O:11])[CH2:5][C:6](=[O:7])[NH:20][C:13]2[CH:14]=[CH:15][C:16]([O:18][CH3:19])=[CH:17][C:12]1=2)[CH3:2]. (4) Given the reactants [OH:1][CH:2]1[CH2:23][NH:22][CH2:21][CH2:20][C:3]21[C:7](=[O:8])[N:6]([C:9]1[CH:14]=[CH:13][C:12]([CH2:15][C:16]([F:19])([F:18])[F:17])=[CH:11][CH:10]=1)[CH2:5][CH2:4]2.[CH3:24][C:25]([CH3:32])([CH3:31])[CH2:26][S:27](Cl)(=[O:29])=[O:28], predict the reaction product. The product is: [CH3:24][C:25]([CH3:32])([CH3:31])[CH2:26][S:27]([N:22]1[CH2:21][CH2:20][C:3]2([C:7](=[O:8])[N:6]([C:9]3[CH:14]=[CH:13][C:12]([CH2:15][C:16]([F:19])([F:17])[F:18])=[CH:11][CH:10]=3)[CH2:5][CH2:4]2)[CH:2]([OH:1])[CH2:23]1)(=[O:29])=[O:28]. (5) Given the reactants C(N(C(C)C)CC)(C)C.Cl.CN(C)CCCN=C=NCC.[CH2:22]([N:29]1[C:37]2[C:32](=[CH:33][CH:34]=[CH:35][CH:36]=2)[C:31]([C:38](O)=[O:39])=[CH:30]1)[C:23]1[CH:28]=[CH:27][CH:26]=[CH:25][CH:24]=1.[C:41]([O:45][C:46]([C:48]1[C:56]2[CH2:55][CH2:54][N:53]([CH2:57][C:58]3[CH:63]=[CH:62][C:61]([O:64][CH3:65])=[CH:60][CH:59]=3)[CH:52]([CH2:66][NH2:67])[C:51]=2[S:50][C:49]=1[NH2:68])=[O:47])([CH3:44])([CH3:43])[CH3:42], predict the reaction product. The product is: [C:41]([O:45][C:46]([C:48]1[C:56]2[CH2:55][CH2:54][N:53]([CH2:57][C:58]3[CH:59]=[CH:60][C:61]([O:64][CH3:65])=[CH:62][CH:63]=3)[CH:52]([CH2:66][NH:67][C:38]([C:31]3[C:32]4[C:37](=[CH:36][CH:35]=[CH:34][CH:33]=4)[N:29]([CH2:22][C:23]4[CH:28]=[CH:27][CH:26]=[CH:25][CH:24]=4)[CH:30]=3)=[O:39])[C:51]=2[S:50][C:49]=1[NH2:68])=[O:47])([CH3:44])([CH3:42])[CH3:43]. (6) Given the reactants [B:1]([C:4]1[C:5]([O:13][CH3:14])=[C:6]([CH:10]=[CH:11][CH:12]=1)[C:7]([OH:9])=[O:8])([OH:3])[OH:2].[C:15]12(O)[CH2:23][CH:19]([C:20]1([CH3:22])[CH3:21])[CH2:18][CH2:17][C:16]2(O)[CH3:24], predict the reaction product. The product is: [CH3:14][O:13][C:5]1[C:4]([B:1]2[O:3][CH:17]3[C:16]([CH3:24])([CH:15]4[CH2:23][CH:19]([CH2:18]3)[C:20]4([CH3:22])[CH3:21])[O:2]2)=[CH:12][CH:11]=[CH:10][C:6]=1[C:7]([OH:9])=[O:8]. (7) The product is: [CH3:57][O:58][C:21]([C:2]1[CH:11]=[C:10]2[C:5]([N:6]=[C:7]([NH:17][CH:18]([CH3:20])[CH3:19])[C:8]3[N:9]2[C:12](=[O:15])[NH:13][N:14]=3)=[CH:4][CH:3]=1)=[O:63]. Given the reactants Br[C:2]1[CH:11]=[C:10]2[C:5]([N:6]=[C:7]([NH:17][CH:18]([CH3:20])[CH3:19])[C:8]3[N:9]2[C:12]([O:15]C)=[N:13][N:14]=3)=[CH:4][CH:3]=1.[C:21]1(P(C2C=CC=CC=2)CCCP(C2C=CC=CC=2)C2C=CC=CC=2)C=CC=CC=1.C(N(CC)CC)C.[CH3:57][OH:58].CS(C)=O.[OH2:63], predict the reaction product. (8) Given the reactants [CH3:1][O:2][C:3](=[O:38])[CH:4]([NH:30]C(OC(C)(C)C)=O)[CH2:5][C:6]1[CH:11]=[CH:10][C:9]([O:12][C:13]2[CH:18]=[CH:17][C:16]([CH2:19][N:20]3[C:24]4[CH:25]=[CH:26][CH:27]=[CH:28][C:23]=4[S:22][C:21]3=[O:29])=[CH:15][CH:14]=2)=[CH:8][CH:7]=1.C(Cl)[Cl:40], predict the reaction product. The product is: [ClH:40].[CH3:1][O:2][C:3](=[O:38])[CH:4]([NH2:30])[CH2:5][C:6]1[CH:7]=[CH:8][C:9]([O:12][C:13]2[CH:18]=[CH:17][C:16]([CH2:19][N:20]3[C:24]4[CH:25]=[CH:26][CH:27]=[CH:28][C:23]=4[S:22][C:21]3=[O:29])=[CH:15][CH:14]=2)=[CH:10][CH:11]=1. (9) Given the reactants [CH3:1][C:2]1([CH3:14])[CH2:11][CH2:10][C:9]2[C:4](=[CH:5][CH:6]=[C:7]([CH:12]=O)[CH:8]=2)[O:3]1.[Br:15][C:16]1[CH:17]=[C:18]2[C:22](=[CH:23][CH:24]=1)[NH:21][C:20](=[O:25])[CH2:19]2, predict the reaction product. The product is: [Br:15][C:16]1[CH:17]=[C:18]2[C:22](=[CH:23][CH:24]=1)[NH:21][C:20](=[O:25])[C:19]2=[CH:12][C:7]1[CH:8]=[C:9]2[C:4](=[CH:5][CH:6]=1)[O:3][C:2]([CH3:14])([CH3:1])[CH2:11][CH2:10]2. (10) The product is: [O:19]1[C:18]2[CH:22]=[CH:23][C:15]([CH:8]3[C:9]4[C:14](=[CH:13][CH:12]=[CH:11][CH:10]=4)[N:6]([CH2:5][CH2:4][CH2:1][CH2:2][CH3:3])[C:7]3=[O:26])=[CH:16][C:17]=2[O:21][CH2:20]1. Given the reactants [CH:1]1([CH2:4][CH2:5][N:6]2[C:14]3[C:9](=[CH:10][CH:11]=[CH:12][CH:13]=3)[C:8](O)([C:15]3[C:23](O)=[CH:22][C:18]4[O:19][CH2:20][O:21][C:17]=4[CH:16]=3)[C:7]2=[O:26])[CH2:3][CH2:2]1.O1C2C=CC(C3(O)C4C(=CC=CC=4)N(CCCCC)C3=O)=CC=2OC1, predict the reaction product.